From a dataset of CYP2C9 inhibition data for predicting drug metabolism from PubChem BioAssay. Regression/Classification. Given a drug SMILES string, predict its absorption, distribution, metabolism, or excretion properties. Task type varies by dataset: regression for continuous measurements (e.g., permeability, clearance, half-life) or binary classification for categorical outcomes (e.g., BBB penetration, CYP inhibition). Dataset: cyp2c9_veith. The result is 1 (inhibitor). The drug is COCC(=O)Oc1c(S(=O)(=O)c2ccc(C)cc2)c(C)nn1-c1ccccc1.